This data is from Full USPTO retrosynthesis dataset with 1.9M reactions from patents (1976-2016). The task is: Predict the reactants needed to synthesize the given product. (1) Given the product [Cl:10][C:11]1[N:16]=[C:15]([Cl:17])[CH:14]=[C:13]([C:18]([O:7][CH:1]2[CH2:6][CH2:5][CH2:4][CH2:3][CH2:2]2)=[O:19])[N:12]=1, predict the reactants needed to synthesize it. The reactants are: [CH:1]1([OH:7])[CH2:6][CH2:5][CH2:4][CH2:3][CH2:2]1.[H-].[Na+].[Cl:10][C:11]1[N:16]=[C:15]([Cl:17])[CH:14]=[C:13]([C:18](OC)=[O:19])[N:12]=1. (2) Given the product [CH:24]1[C:25]2[CH:26]([CH2:28][O:29][C:30](=[O:31])[NH:32][C@H:33]([C:34](=[O:35])[N:8]([CH2:1][C:2]3[CH:7]=[CH:6][CH:5]=[CH:4][CH:3]=3)[CH:9]3[CH2:10][CH2:11][CH2:12][CH2:13][CH2:14]3)[CH2:37][C:38]3[C:46]4[C:41](=[CH:42][CH:43]=[CH:44][CH:45]=4)[NH:40][CH:39]=3)[C:27]3[C:19](=[CH:18][CH:17]=[CH:16][CH:15]=3)[C:20]=2[CH:21]=[CH:22][CH:23]=1, predict the reactants needed to synthesize it. The reactants are: [CH2:1]([NH:8][CH:9]1[CH2:14][CH2:13][CH2:12][CH2:11][CH2:10]1)[C:2]1[CH:7]=[CH:6][CH:5]=[CH:4][CH:3]=1.[CH:15]1[C:27]2[CH:26]([CH2:28][O:29][C:30]([NH:32][C@@H:33]([CH2:37][C:38]3[C:46]4[C:41](=[CH:42][CH:43]=[CH:44][CH:45]=4)[NH:40][CH:39]=3)[C:34](O)=[O:35])=[O:31])[C:25]3[C:20](=[CH:21][CH:22]=[CH:23][CH:24]=3)[C:19]=2[CH:18]=[CH:17][CH:16]=1.C1C2C(COC(=O)N[C@H](C(=O)NC3C=CC(C)=CC=3)CCCCNC(OC(C)(C)C)=O)C3C(=CC=CC=3)C=2C=CC=1.